Dataset: Peptide-MHC class II binding affinity with 134,281 pairs from IEDB. Task: Regression. Given a peptide amino acid sequence and an MHC pseudo amino acid sequence, predict their binding affinity value. This is MHC class II binding data. (1) The peptide sequence is TDFAGKTVWFVPSIK. The MHC is DRB4_0101 with pseudo-sequence DRB4_0103. The binding affinity (normalized) is 0.0679. (2) The peptide sequence is GTKGEAKDVIPEGWK. The MHC is DRB1_1302 with pseudo-sequence DRB1_1302. The binding affinity (normalized) is 0.133. (3) The peptide sequence is YPFIEQEGPEFFDQE. The MHC is DRB1_0701 with pseudo-sequence DRB1_0701. The binding affinity (normalized) is 0.202. (4) The peptide sequence is TPQPMELKYSWKTWG. The MHC is DRB1_0301 with pseudo-sequence DRB1_0301. The binding affinity (normalized) is 0.235. (5) The peptide sequence is ENEGDNACKRTYSDR. The MHC is DRB1_0802 with pseudo-sequence DRB1_0802. The binding affinity (normalized) is 0.245. (6) The peptide sequence is SPLTASKLTYENVKM. The MHC is HLA-DPA10201-DPB10501 with pseudo-sequence HLA-DPA10201-DPB10501. The binding affinity (normalized) is 0.215.